Dataset: Peptide-MHC class I binding affinity with 185,985 pairs from IEDB/IMGT. Task: Regression. Given a peptide amino acid sequence and an MHC pseudo amino acid sequence, predict their binding affinity value. This is MHC class I binding data. The binding affinity (normalized) is 0.0847. The peptide sequence is NLGDKQDTF. The MHC is HLA-B35:01 with pseudo-sequence HLA-B35:01.